This data is from Full USPTO retrosynthesis dataset with 1.9M reactions from patents (1976-2016). The task is: Predict the reactants needed to synthesize the given product. (1) The reactants are: [F:1][C:2]1[C:7]([C:8]2[CH:13]=[C:12]([C:14]3([C:22]4[CH:27]=[CH:26][C:25]([O:28]C)=[CH:24][CH:23]=4)[NH:18][C:17](=[S:19])[N:16]([CH3:20])[C:15]3=[O:21])[CH:11]=[CH:10][N:9]=2)=[CH:6][CH:5]=[CH:4][N:3]=1.B(Br)(Br)Br. Given the product [F:1][C:2]1[C:7]([C:8]2[CH:13]=[C:12]([C:14]3([C:22]4[CH:27]=[CH:26][C:25]([OH:28])=[CH:24][CH:23]=4)[NH:18][C:17](=[S:19])[N:16]([CH3:20])[C:15]3=[O:21])[CH:11]=[CH:10][N:9]=2)=[CH:6][CH:5]=[CH:4][N:3]=1, predict the reactants needed to synthesize it. (2) Given the product [Br:9][C:3]1[CH:4]=[CH:5][C:6]([NH2:8])=[N:7][C:2]=1[Cl:1], predict the reactants needed to synthesize it. The reactants are: [Cl:1][C:2]1[N:7]=[C:6]([NH2:8])[CH:5]=[CH:4][CH:3]=1.[Br:9]N1C(=O)CCC1=O. (3) Given the product [F:13][C:14]1[C:19]([O:20][CH3:21])=[CH:18][C:17]([O:22][CH3:23])=[C:16]([F:24])[C:15]=1[N:25]1[CH2:26][C:27]2[CH:32]=[N:31][C:30]([CH:33]=[CH2:34])=[CH:29][C:28]=2[N:35]([C:36]2[CH:37]=[N:38][CH:39]=[CH:40][CH:41]=2)[C:2]1=[O:4], predict the reactants needed to synthesize it. The reactants are: Cl[C:2](Cl)([O:4]C(=O)OC(Cl)(Cl)Cl)Cl.[F:13][C:14]1[C:19]([O:20][CH3:21])=[CH:18][C:17]([O:22][CH3:23])=[C:16]([F:24])[C:15]=1[NH:25][CH2:26][C:27]1[C:28]([NH:35][C:36]2[CH:37]=[N:38][CH:39]=[CH:40][CH:41]=2)=[CH:29][C:30]([CH:33]=[CH2:34])=[N:31][CH:32]=1.C(N(CC)C(C)C)(C)C.